From a dataset of Reaction yield outcomes from USPTO patents with 853,638 reactions. Predict the reaction yield, written as a fraction of the theoretical maximum amount of product (1.0 means a 100% yield; for example, 0.34 means a 34% yield). (1) The reactants are C(OC([N:8]1[C:16]2[CH2:15][CH2:14][N:13]([C:17]([O:19][C:20]([CH3:23])([CH3:22])[CH3:21])=[O:18])[CH2:12][C:11]=2[N:10]=[CH:9]1)=O)(C)(C)C.[OH-].[Na+]. The catalyst is CO.C(O)(=O)CC(CC(O)=O)(C(O)=O)O. The product is [C:20]([O:19][C:17]([N:13]1[CH2:14][CH2:15][C:16]2[NH:8][CH:9]=[N:10][C:11]=2[CH2:12]1)=[O:18])([CH3:23])([CH3:21])[CH3:22]. The yield is 0.970. (2) The reactants are [NH2:1][C@H:2]1[CH2:11][C:10]2[C:5](=[CH:6][CH:7]=[C:8]([C:12]#[N:13])[CH:9]=2)[NH:4][CH2:3]1.CCN(C(C)C)C(C)C.[C:23]1([S:29](Cl)(=[O:31])=[O:30])[CH:28]=[CH:27][CH:26]=[CH:25][CH:24]=1. The catalyst is CC#N. The product is [C:12]([C:8]1[CH:9]=[C:10]2[C:5](=[CH:6][CH:7]=1)[NH:4][CH2:3][C@@H:2]([NH:1][S:29]([C:23]1[CH:28]=[CH:27][CH:26]=[CH:25][CH:24]=1)(=[O:31])=[O:30])[CH2:11]2)#[N:13]. The yield is 0.900. (3) The reactants are [OH:1][C:2]1[CH:7]=[CH:6][C:5]([C:8]([N:10]2[CH2:14][CH2:13][CH2:12][CH2:11]2)=[O:9])=[CH:4][C:3]=1[C:15]1[CH:24]=[CH:23][C:22]2[C:17](=[CH:18][CH:19]=[C:20]([C:25]([OH:27])=[O:26])[CH:21]=2)[N:16]=1.[CH3:28]O. The catalyst is Cl.O1CCOCC1. The product is [CH3:28][O:26][C:25]([C:20]1[CH:21]=[C:22]2[C:17](=[CH:18][CH:19]=1)[N:16]=[C:15]([C:3]1[CH:4]=[C:5]([C:8]([N:10]3[CH2:14][CH2:13][CH2:12][CH2:11]3)=[O:9])[CH:6]=[CH:7][C:2]=1[OH:1])[CH:24]=[CH:23]2)=[O:27]. The yield is 1.00. (4) The reactants are [C:1]([C:3]1[CH:4]=[N:5][N:6]([CH2:8][CH2:9][C@@:10]([CH3:18])([S:14]([CH3:17])(=[O:16])=[O:15])[C:11]([OH:13])=O)[CH:7]=1)#[N:2].CN1CCOCC1.[O:26]1[CH2:31][CH2:30][CH2:29][CH2:28][CH:27]1[O:32][NH2:33].O. The yield is 0.280. The catalyst is CC1CCCO1. The product is [C:1]([C:3]1[CH:4]=[N:5][N:6]([CH2:8][CH2:9][C@@:10]([CH3:18])([S:14]([CH3:17])(=[O:16])=[O:15])[C:11]([NH:33][O:32][CH:27]2[CH2:28][CH2:29][CH2:30][CH2:31][O:26]2)=[O:13])[CH:7]=1)#[N:2]. (5) The reactants are [C:1]1([CH3:16])[CH:6]=[CH:5][CH:4]=[C:3]([C:7]2[O:8][C:9]3[CH2:14][CH2:13][NH:12][CH2:11][C:10]=3[N:15]=2)[CH:2]=1.CCN(C(C)C)C(C)C.Cl[C:27]1[N:34]=[CH:33][CH:32]=[CH:31][C:28]=1[C:29]#[N:30]. The catalyst is CN(C=O)C. The product is [C:1]1([CH3:16])[CH:6]=[CH:5][CH:4]=[C:3]([C:7]2[O:8][C:9]3[CH2:14][CH2:13][N:12]([C:27]4[N:34]=[CH:33][CH:32]=[CH:31][C:28]=4[C:29]#[N:30])[CH2:11][C:10]=3[N:15]=2)[CH:2]=1. The yield is 0.0900.